This data is from NCI-60 drug combinations with 297,098 pairs across 59 cell lines. The task is: Regression. Given two drug SMILES strings and cell line genomic features, predict the synergy score measuring deviation from expected non-interaction effect. (1) Synergy scores: CSS=70.8, Synergy_ZIP=1.10, Synergy_Bliss=2.92, Synergy_Loewe=-19.2, Synergy_HSA=2.88. Drug 2: CC1=C2C(C(=O)C3(C(CC4C(C3C(C(C2(C)C)(CC1OC(=O)C(C(C5=CC=CC=C5)NC(=O)C6=CC=CC=C6)O)O)OC(=O)C7=CC=CC=C7)(CO4)OC(=O)C)O)C)OC(=O)C. Cell line: SF-268. Drug 1: CC12CCC3C(C1CCC2=O)CC(=C)C4=CC(=O)C=CC34C. (2) Drug 1: CNC(=O)C1=NC=CC(=C1)OC2=CC=C(C=C2)NC(=O)NC3=CC(=C(C=C3)Cl)C(F)(F)F. Drug 2: C1=CN(C=N1)CC(O)(P(=O)(O)O)P(=O)(O)O. Cell line: A549. Synergy scores: CSS=-3.71, Synergy_ZIP=2.44, Synergy_Bliss=0.503, Synergy_Loewe=-4.48, Synergy_HSA=-3.82. (3) Drug 1: CCN(CC)CCNC(=O)C1=C(NC(=C1C)C=C2C3=C(C=CC(=C3)F)NC2=O)C. Drug 2: C#CCC(CC1=CN=C2C(=N1)C(=NC(=N2)N)N)C3=CC=C(C=C3)C(=O)NC(CCC(=O)O)C(=O)O. Cell line: OVCAR-8. Synergy scores: CSS=56.2, Synergy_ZIP=1.70, Synergy_Bliss=0.731, Synergy_Loewe=-7.73, Synergy_HSA=1.24. (4) Drug 1: C1CCC(C1)C(CC#N)N2C=C(C=N2)C3=C4C=CNC4=NC=N3. Drug 2: CCCS(=O)(=O)NC1=C(C(=C(C=C1)F)C(=O)C2=CNC3=C2C=C(C=N3)C4=CC=C(C=C4)Cl)F. Cell line: OVCAR3. Synergy scores: CSS=2.10, Synergy_ZIP=1.27, Synergy_Bliss=0.176, Synergy_Loewe=-4.78, Synergy_HSA=-3.95. (5) Drug 1: CCC1(CC2CC(C3=C(CCN(C2)C1)C4=CC=CC=C4N3)(C5=C(C=C6C(=C5)C78CCN9C7C(C=CC9)(C(C(C8N6C=O)(C(=O)OC)O)OC(=O)C)CC)OC)C(=O)OC)O.OS(=O)(=O)O. Drug 2: CC1CCCC2(C(O2)CC(NC(=O)CC(C(C(=O)C(C1O)C)(C)C)O)C(=CC3=CSC(=N3)C)C)C. Cell line: SW-620. Synergy scores: CSS=42.9, Synergy_ZIP=-0.647, Synergy_Bliss=-3.87, Synergy_Loewe=-8.43, Synergy_HSA=-2.57.